Predict the reactants needed to synthesize the given product. From a dataset of Full USPTO retrosynthesis dataset with 1.9M reactions from patents (1976-2016). The reactants are: Cl[CH2:2][CH2:3][CH2:4][CH2:5][N:6]1[C:10]2[CH:11]=[CH:12][CH:13]=[CH:14][C:9]=2[N:8]=[CH:7]1.[N:15]1[CH:20]=[CH:19][CH:18]=[N:17][C:16]=1[CH:21]1[CH2:26][CH2:25][NH:24][CH2:23][CH2:22]1.C(N(C(C)C)CC)(C)C.[I-].[K+]. Given the product [N:6]1([CH2:5][CH2:4][CH2:3][CH2:2][N:24]2[CH2:23][CH2:22][CH:21]([C:16]3[N:15]=[CH:20][CH:19]=[CH:18][N:17]=3)[CH2:26][CH2:25]2)[C:10]2[CH:11]=[CH:12][CH:13]=[CH:14][C:9]=2[N:8]=[CH:7]1, predict the reactants needed to synthesize it.